From a dataset of Forward reaction prediction with 1.9M reactions from USPTO patents (1976-2016). Predict the product of the given reaction. (1) Given the reactants [C:1]1(=O)[CH2:6][CH2:5][CH2:4][CH2:3][CH2:2]1.[C:8]1(=[O:15])[CH2:13][CH2:12][CH2:11][C:10](=[O:14])[CH2:9]1.O.C1(C)C=CC(S(O)(=O)=O)=CC=1, predict the reaction product. The product is: [C:8]1(=[O:15])[C:9]2[CH:2]3[CH2:3][CH2:4][CH2:5][CH2:6][CH:1]3[O:14][C:10]=2[CH2:11][CH2:12][CH2:13]1. (2) Given the reactants [CH3:1][N:2]1[CH2:7][CH2:6][CH:5]([C:8](Cl)=[O:9])[CH2:4][CH2:3]1.[Cl:11][C:12]1[CH:17]=[CH:16][N:15]=[C:14]([NH2:18])[CH:13]=1.C(N(C(C)C)CC)(C)C, predict the reaction product. The product is: [Cl:11][C:12]1[CH:17]=[CH:16][N:15]=[C:14]([NH:18][C:8]([CH:5]2[CH2:6][CH2:7][N:2]([CH3:1])[CH2:3][CH2:4]2)=[O:9])[CH:13]=1.